Dataset: Catalyst prediction with 721,799 reactions and 888 catalyst types from USPTO. Task: Predict which catalyst facilitates the given reaction. (1) Reactant: C(=O)([O-])[O-].[K+].[K+].[CH3:7][O:8][C:9]([C:11]1[C:12]([NH:27][C:28]2[CH:33]=[CH:32][C:31]([CH3:34])=[CH:30][C:29]=2[F:35])=[C:13]([F:26])[C:14]2[N:15]([C:17]([C:20]#[C:21][Si](C)(C)C)=[CH:18][N:19]=2)[CH:16]=1)=[O:10]. The catalyst class is: 125. Product: [CH3:7][O:8][C:9]([C:11]1[C:12]([NH:27][C:28]2[CH:33]=[CH:32][C:31]([CH3:34])=[CH:30][C:29]=2[F:35])=[C:13]([F:26])[C:14]2[N:15]([C:17]([C:20]#[CH:21])=[CH:18][N:19]=2)[CH:16]=1)=[O:10]. (2) Reactant: Cl.[NH2:2][C@@H:3]1[C@@H:8]([OH:9])[C@H:7]([CH2:10][C:11]2[CH:16]=[CH:15][C:14]([O:17][CH3:18])=[C:13]([CH2:19][CH2:20][CH3:21])[CH:12]=2)[CH2:6][S:5](=[O:23])(=[O:22])[CH2:4]1.C([O-])(=O)C.[Na+].[CH:29]([C:32]1[CH:33]=[C:34]([CH:37]=[CH:38][CH:39]=1)[CH:35]=O)([CH3:31])[CH3:30].[BH3-]C#N.[Na+].Cl.C([O-])([O-])=O.[K+].[K+]. Product: [CH:29]([C:32]1[CH:33]=[C:34]([CH:37]=[CH:38][CH:39]=1)[CH2:35][NH:2][C@@H:3]1[C@@H:8]([OH:9])[C@H:7]([CH2:10][C:11]2[CH:16]=[CH:15][C:14]([O:17][CH3:18])=[C:13]([CH2:19][CH2:20][CH3:21])[CH:12]=2)[CH2:6][S:5](=[O:23])(=[O:22])[CH2:4]1)([CH3:31])[CH3:30]. The catalyst class is: 100. (3) Reactant: [N:1]1[CH:6]=[CH:5][CH:4]=[CH:3][CH:2]=1.CCCC[N+:11]([CH2:20]CCC)(CCCC)CCCC.[F-:24].[CH2:25]([Cl:27])Cl. Product: [Cl:27][C:25]1[C:4]([F:24])=[C:5]2[CH:3]=[CH:2][NH:1][C:6]2=[N:11][CH:20]=1. The catalyst class is: 1. (4) Reactant: [CH3:1][C:2]1[NH:3][C:4](=[O:26])[C:5]([CH2:11][C:12]2[CH:17]=[CH:16][C:15]([C:18]3[C:19]([C:24]#[N:25])=[CH:20][CH:21]=[CH:22][CH:23]=3)=[CH:14][CH:13]=2)=[C:6]([CH2:8][CH2:9][CH3:10])[N:7]=1.[F:27][C:28]([F:40])([F:39])[O:29][C:30]1[CH:35]=[CH:34][C:33](B(O)O)=[CH:32][CH:31]=1.C(N(CC)CC)C.N1C=CC=CC=1. Product: [CH3:1][C:2]1[N:3]([C:33]2[CH:32]=[CH:31][C:30]([O:29][C:28]([F:27])([F:39])[F:40])=[CH:35][CH:34]=2)[C:4](=[O:26])[C:5]([CH2:11][C:12]2[CH:17]=[CH:16][C:15]([C:18]3[C:19]([C:24]#[N:25])=[CH:20][CH:21]=[CH:22][CH:23]=3)=[CH:14][CH:13]=2)=[C:6]([CH2:8][CH2:9][CH3:10])[N:7]=1. The catalyst class is: 297. (5) Reactant: C[N:2]([CH:4]=[C:5]1[CH2:11][CH2:10][CH2:9][C:8]2[CH:12]=[C:13]([N:16]3[CH2:20][C@H:19]([CH2:21][NH:22][C:23](=[O:25])[CH3:24])[O:18][C:17]3=[O:26])[CH:14]=[CH:15][C:7]=2[C:6]1=O)C.O.[NH2:29]N.O. Product: [O:26]=[C:17]1[N:16]([C:13]2[CH:14]=[CH:15][C:7]3[C:6]4[NH:29][N:2]=[CH:4][C:5]=4[CH2:11][CH2:10][CH2:9][C:8]=3[CH:12]=2)[CH2:20][C@H:19]([CH2:21][NH:22][C:23](=[O:25])[CH3:24])[O:18]1. The catalyst class is: 8.